Task: Predict the product of the given reaction.. Dataset: Forward reaction prediction with 1.9M reactions from USPTO patents (1976-2016) (1) Given the reactants [C:1]1([C:7]2[CH:8]=[C:9]([C:22]([NH2:24])=[O:23])[C:10]3[CH:11]=[N:12][N:13]([CH:16]4[CH2:21][CH2:20][CH2:19][NH:18][CH2:17]4)[C:14]=3[CH:15]=2)[CH:6]=[CH:5][CH:4]=[CH:3][CH:2]=1.C(N(CC)CC)C.[F:32][C:33]1[CH:38]=[CH:37][C:36]([S:39](Cl)(=[O:41])=[O:40])=[CH:35][CH:34]=1, predict the reaction product. The product is: [F:32][C:33]1[CH:38]=[CH:37][C:36]([S:39]([N:18]2[CH2:19][CH2:20][CH2:21][CH:16]([N:13]3[C:14]4[CH:15]=[C:7]([C:1]5[CH:2]=[CH:3][CH:4]=[CH:5][CH:6]=5)[CH:8]=[C:9]([C:22]([NH2:24])=[O:23])[C:10]=4[CH:11]=[N:12]3)[CH2:17]2)(=[O:41])=[O:40])=[CH:35][CH:34]=1. (2) Given the reactants [C:1]([C:11]1[CH:31]=[CH:30][C:14]([CH2:15][NH:16][C:17]2[CH:29]=[CH:28][C:20]3[O:21][C:22]([CH3:27])([CH3:26])[O:23][C:24](=[O:25])[C:19]=3[CH:18]=2)=[CH:13][CH:12]=1)#[C:2][CH2:3][CH2:4][CH2:5][CH2:6][CH2:7][CH2:8][CH2:9][CH3:10].[C:32]1(/[CH:38]=[CH:39]/[C:40](Cl)=[O:41])[CH:37]=[CH:36][CH:35]=[CH:34][CH:33]=1, predict the reaction product. The product is: [C:1]([C:11]1[CH:31]=[CH:30][C:14]([CH2:15][N:16]([C:17]2[CH:29]=[CH:28][C:20]3[O:21][C:22]([CH3:26])([CH3:27])[O:23][C:24](=[O:25])[C:19]=3[CH:18]=2)[C:40](=[O:41])/[CH:39]=[CH:38]/[C:32]2[CH:37]=[CH:36][CH:35]=[CH:34][CH:33]=2)=[CH:13][CH:12]=1)#[C:2][CH2:3][CH2:4][CH2:5][CH2:6][CH2:7][CH2:8][CH2:9][CH3:10]. (3) Given the reactants C([C@@H]1COC(=O)N1[C:14](=[O:37])[C@H:15]([OH:36])[C@H:16]([C:23]1[CH:24]=[C:25]([CH:33]=[CH:34][CH:35]=1)[C:26]([O:28][C:29]([CH3:32])([CH3:31])[CH3:30])=[O:27])[C:17]1[CH:22]=[CH:21][CH:20]=[CH:19][N:18]=1)C1C=CC=CC=1.[OH:38]O.[Li+].[OH-], predict the reaction product. The product is: [C:29]([O:28][C:26]([C:25]1[CH:24]=[C:23]([C@H:16]([C:17]2[CH:22]=[CH:21][CH:20]=[CH:19][N:18]=2)[C@@H:15]([OH:36])[C:14]([OH:38])=[O:37])[CH:35]=[CH:34][CH:33]=1)=[O:27])([CH3:32])([CH3:30])[CH3:31].